From a dataset of Catalyst prediction with 721,799 reactions and 888 catalyst types from USPTO. Predict which catalyst facilitates the given reaction. The catalyst class is: 1. Reactant: [CH3:1][N:2]([CH3:19])[C:3]([C@@H:5]1[CH2:10][O:9][CH2:8][C:7](=O)[N:6]1[CH2:12][C:13]1[CH:18]=[CH:17][CH:16]=[CH:15][CH:14]=1)=O.[H-].[H-].[H-].[H-].[Li+].[Al+3].O.[OH-].[Na+]. Product: [CH3:1][N:2]([CH3:19])[CH2:3][C@@H:5]1[CH2:10][O:9][CH2:8][CH2:7][N:6]1[CH2:12][C:13]1[CH:18]=[CH:17][CH:16]=[CH:15][CH:14]=1.